From a dataset of Forward reaction prediction with 1.9M reactions from USPTO patents (1976-2016). Predict the product of the given reaction. (1) Given the reactants F[C:2]1[C:7]([F:8])=[C:6]([O:9][CH2:10][C:11]#[C:12][CH2:13][CH3:14])N=[CH:4][N:3]=1.[NH:15]1[CH2:20][CH2:19][CH2:18][CH2:17][CH2:16]1.[C:21]1(C)C=CC=CC=1, predict the reaction product. The product is: [F:8][C:7]1[C:6]([O:9][CH2:10][C:11]#[C:12][CH2:13][CH3:14])=[CH:21][CH:4]=[N:3][C:2]=1[N:15]1[CH2:20][CH2:19][CH2:18][CH2:17][CH2:16]1. (2) Given the reactants [C:1]([O:5][C:6](=[O:21])[NH:7][C:8]1[CH:13]=[C:12]([O:14][CH3:15])[C:11]([C:16]([F:19])([F:18])[F:17])=[CH:10][C:9]=1[NH2:20])([CH3:4])([CH3:3])[CH3:2].C([O:26][C:27](=O)[CH2:28][C:29]([C:31]1[CH:36]=[CH:35][CH:34]=[C:33]([C:37]2[O:41][N:40]=[C:39]([CH3:42])[CH:38]=2)[CH:32]=1)=[O:30])(C)(C)C, predict the reaction product. The product is: [C:1]([O:5][C:6](=[O:21])[NH:7][C:8]1[CH:13]=[C:12]([O:14][CH3:15])[C:11]([C:16]([F:19])([F:18])[F:17])=[CH:10][C:9]=1[NH:20][C:27](=[O:26])[CH2:28][C:29]([C:31]1[CH:36]=[CH:35][CH:34]=[C:33]([C:37]2[O:41][N:40]=[C:39]([CH3:42])[CH:38]=2)[CH:32]=1)=[O:30])([CH3:4])([CH3:2])[CH3:3]. (3) Given the reactants Cl.[NH:2]1[CH2:7][CH2:6][CH2:5][C@H:4]([C:8]2[N:12]=[C:11]([C:13]3[CH:18]=[CH:17][CH:16]=[CH:15][N:14]=3)[O:10][N:9]=2)[CH2:3]1.[F:19][C:20]1[C:28]([F:29])=[C:27]([F:30])[CH:26]=[CH:25][C:21]=1[C:22](Cl)=[O:23], predict the reaction product. The product is: [N:14]1[CH:15]=[CH:16][CH:17]=[CH:18][C:13]=1[C:11]1[O:10][N:9]=[C:8]([C@H:4]2[CH2:5][CH2:6][CH2:7][N:2]([C:22]([C:21]3[CH:25]=[CH:26][C:27]([F:30])=[C:28]([F:29])[C:20]=3[F:19])=[O:23])[CH2:3]2)[N:12]=1. (4) Given the reactants [CH2:1]([C:3]1[S:23][C:6]2[N:7]=[C:8]([NH:17][CH2:18][C@@H:19]([OH:22])[CH2:20][OH:21])[N:9]=[C:10]([N:11]3[CH2:16][CH2:15][NH:14][CH2:13][CH2:12]3)[C:5]=2[CH:4]=1)[CH3:2].C(N(C(C)C)CC)(C)C.[F:33][C:34]([F:40])([F:39])[CH2:35][C:36](O)=[O:37].CN(C(ON1N=NC2C=CC=NC1=2)=[N+](C)C)C.F[P-](F)(F)(F)(F)F, predict the reaction product. The product is: [CH2:1]([C:3]1[S:23][C:6]2[N:7]=[C:8]([NH:17][CH2:18][C@@H:19]([OH:22])[CH2:20][OH:21])[N:9]=[C:10]([N:11]3[CH2:16][CH2:15][N:14]([C:36](=[O:37])[CH2:35][C:34]([F:40])([F:39])[F:33])[CH2:13][CH2:12]3)[C:5]=2[CH:4]=1)[CH3:2].